Task: Predict the reaction yield, written as a fraction of the theoretical maximum amount of product (1.0 means a 100% yield; for example, 0.34 means a 34% yield).. Dataset: Reaction yield outcomes from USPTO patents with 853,638 reactions (1) The reactants are Cl.[NH2:2][C:3]([NH2:5])=[NH:4].[F:6][C:7]1[CH:14]=[CH:13][C:10]([CH:11]=O)=[CH:9][CH:8]=1.[CH3:15][CH:16]([CH3:26])[C:17](=O)[CH2:18][C:19]([O:21][CH:22]([CH3:24])[CH3:23])=[O:20].C(=O)([O-])[O-].[K+].[K+]. The catalyst is CN(C=O)C. The product is [NH2:4][C:3]1[NH:5][CH:17]([CH:16]([CH3:26])[CH3:15])[C:18]([C:19]([O:21][CH:22]([CH3:23])[CH3:24])=[O:20])=[C:11]([C:10]2[CH:13]=[CH:14][C:7]([F:6])=[CH:8][CH:9]=2)[N:2]=1. The yield is 0.670. (2) The catalyst is N1C=CC=CC=1. The product is [CH:1]1[C:6]2=[C:7]3[C:15](=[N:16][C:17]([O:18][C:19](=[O:21])[CH3:20])=[C:5]2[CH:4]=[CH:3][CH:2]=1)[C:14]1[C:9](=[CH:10][CH:11]=[CH:12][CH:13]=1)[O:8]3. The reactants are [CH:1]1[C:6]2[C:7]3[O:8][C:9]4[C:14]([C:15]=3[NH:16][C:17](=[O:18])[C:5]=2[CH:4]=[CH:3][CH:2]=1)=[CH:13][CH:12]=[CH:11][CH:10]=4.[C:19](OC(=O)C)(=[O:21])[CH3:20]. The yield is 0.520. (3) The reactants are [F:1][C:2]1[CH:7]=[CH:6][C:5](I)=[CH:4][C:3]=1[N:9]1[CH:14]=[C:13]([O:15][CH3:16])[C:12](=[O:17])[C:11]([C:18]2[N:22]([C:23]3[CH:28]=[CH:27][CH:26]=[CH:25][CH:24]=3)[N:21]=[CH:20][CH:19]=2)=[N:10]1.[NH:29]1[CH:33]=[CH:32][CH:31]=[N:30]1.OC1C=CC=CC=1C=NO.C([O-])([O-])=O.[Cs+].[Cs+]. The catalyst is C(#N)C.C([O-])(O)=O.[Na+]. The product is [F:1][C:2]1[CH:7]=[CH:6][C:5]([N:29]2[CH:33]=[CH:32][CH:31]=[N:30]2)=[CH:4][C:3]=1[N:9]1[CH:14]=[C:13]([O:15][CH3:16])[C:12](=[O:17])[C:11]([C:18]2[N:22]([C:23]3[CH:28]=[CH:27][CH:26]=[CH:25][CH:24]=3)[N:21]=[CH:20][CH:19]=2)=[N:10]1. The yield is 0.0400. (4) The reactants are [CH3:1][O:2][C:3]1[CH:24]=[C:23]([O:25][CH3:26])[CH:22]=[CH:21][C:4]=1[C:5]([N:7]1[C:16]2[C:11](=[CH:12][CH:13]=[C:14]([F:17])[CH:15]=2)[NH:10][C:9](=[O:18])[C@H:8]1[CH2:19][CH3:20])=[O:6].[CH2:27]([C@H]1N(C(=O)C2C=CC(OC)=CC=2)C2C(=CC(F)=CC=2)N(C)C1=O)C. No catalyst specified. The product is [CH3:1][O:2][C:3]1[CH:24]=[C:23]([O:25][CH3:26])[CH:22]=[CH:21][C:4]=1[C:5]([N:7]1[C:16]2[C:11](=[CH:12][CH:13]=[C:14]([F:17])[CH:15]=2)[N:10]([CH3:27])[C:9](=[O:18])[C@H:8]1[CH2:19][CH3:20])=[O:6]. The yield is 0.780. (5) The reactants are C[O:2][C:3]([CH:5]1[O:9][C:8](=[O:10])[N:7]([C:11]2[CH:12]=[C:13]3[C:18](=[CH:19][CH:20]=2)[N:17]([CH3:21])[C:16](=[O:22])[CH2:15][CH2:14]3)[CH2:6]1)=O.[NH3:23]. The catalyst is CO. The product is [CH3:21][N:17]1[C:18]2[C:13](=[CH:12][C:11]([N:7]3[CH2:6][C@H:5]([C:3]([NH2:23])=[O:2])[O:9][C:8]3=[O:10])=[CH:20][CH:19]=2)[CH2:14][CH2:15][C:16]1=[O:22]. The yield is 0.840. (6) The catalyst is C(Cl)Cl.O. The yield is 0.730. The reactants are [CH3:1][C:2]1[C:18]([CH3:19])=[CH:17][CH:16]=[CH:15][C:3]=1[C:4]([NH:6][NH:7]C(OC(C)(C)C)=O)=[O:5].FC(F)(F)C(O)=O.C([O-])([O-])=O.[K+].[K+].[OH-].[Na+]. The product is [CH3:1][C:2]1[C:18]([CH3:19])=[CH:17][CH:16]=[CH:15][C:3]=1[C:4]([NH:6][NH2:7])=[O:5]. (7) The reactants are [NH2:1][C:2]1[C:7]2=[C:8]([C:13]3[CH:18]=[CH:17][C:16]([NH:19][C:20]([NH:22][C:23]4[CH:28]=[C:27]([C:29]([F:32])([F:31])[F:30])[CH:26]=[CH:25][C:24]=4[F:33])=[O:21])=[CH:15][CH:14]=3)[C:9]([CH2:11][OH:12])=[CH:10][N:6]2[N:5]=[CH:4][N:3]=1.CC(OI1(OC(C)=O)(OC(C)=O)OC(=O)C2C=CC=CC1=2)=O. The catalyst is C1COCC1.CCOC(C)=O. The product is [NH2:1][C:2]1[C:7]2=[C:8]([C:13]3[CH:14]=[CH:15][C:16]([NH:19][C:20]([NH:22][C:23]4[CH:28]=[C:27]([C:29]([F:30])([F:31])[F:32])[CH:26]=[CH:25][C:24]=4[F:33])=[O:21])=[CH:17][CH:18]=3)[C:9]([CH:11]=[O:12])=[CH:10][N:6]2[N:5]=[CH:4][N:3]=1. The yield is 0.880.